Task: Predict the reaction yield, written as a fraction of the theoretical maximum amount of product (1.0 means a 100% yield; for example, 0.34 means a 34% yield).. Dataset: Reaction yield outcomes from USPTO patents with 853,638 reactions (1) The reactants are C[Li].[C:3]([O:7][C:8]([NH:10][C:11]1[CH:16]=[C:15]([CH2:17][C:18]([O:20]CC)=O)[CH:14]=[CH:13][N:12]=1)=[O:9])([CH3:6])([CH3:5])[CH3:4].[CH:23](O)(C)C. The catalyst is C1COCC1. The product is [O:20]=[C:18]([CH3:23])[CH2:17][C:15]1[CH:14]=[CH:13][N:12]=[C:11]([NH:10][C:8](=[O:9])[O:7][C:3]([CH3:4])([CH3:5])[CH3:6])[CH:16]=1. The yield is 0.210. (2) The catalyst is ClCCl. The product is [F:20][C:21]([F:34])([F:33])[S:22]([O:1][C:2]1[CH:3]=[CH:4][C:5]2[O:19][CH2:18][C:8]3([C:16]4[C:11](=[CH:12][CH:13]=[CH:14][CH:15]=4)[NH:10][C:9]3=[O:17])[C:6]=2[CH:7]=1)(=[O:24])=[O:23]. The reactants are [OH:1][C:2]1[CH:3]=[CH:4][C:5]2[O:19][CH2:18][C:8]3([C:16]4[C:11](=[CH:12][CH:13]=[CH:14][CH:15]=4)[NH:10][C:9]3=[O:17])[C:6]=2[CH:7]=1.[F:20][C:21]([F:34])([F:33])[S:22](O[S:22]([C:21]([F:34])([F:33])[F:20])(=[O:24])=[O:23])(=[O:24])=[O:23].C(N(CC)CC)C. The yield is 0.250. (3) The reactants are [CH:1]1([NH:7][C:8]2[N:13]=[C:12]([C:14]3[C:22]4[C:17](=[N:18][CH:19]=[CH:20][CH:21]=4)[NH:16][CH:15]=3)[CH:11]=[CH:10][N:9]=2)[CH2:6][CH2:5][CH2:4][CH2:3][CH2:2]1.[H-].[Na+].Cl.[CH3:26][N:27]([CH3:31])[CH2:28][CH2:29]Cl. The catalyst is CN(C=O)C. The product is [CH:1]1([NH:7][C:8]2[N:13]=[C:12]([C:14]3[C:22]4[C:17](=[N:18][CH:19]=[CH:20][CH:21]=4)[N:16]([CH2:29][CH2:28][N:27]([CH3:31])[CH3:26])[CH:15]=3)[CH:11]=[CH:10][N:9]=2)[CH2:2][CH2:3][CH2:4][CH2:5][CH2:6]1. The yield is 0.420. (4) The reactants are [CH2:1]([O:8][N:9]([C@H:22]1[CH2:27][N:26]([C:28]([O:30][C:31]([CH3:34])([CH3:33])[CH3:32])=[O:29])[C@H:25]([CH2:35][O:36][Si](C(C)(C)C)(C)C)[CH:24]=[C:23]1[CH2:44][CH2:45][N+:46]([O-:48])=[O:47])[S:10]([C:13]1[CH:18]=[CH:17][CH:16]=[CH:15][C:14]=1[N+:19]([O-:21])=[O:20])(=[O:12])=[O:11])[C:2]1[CH:7]=[CH:6][CH:5]=[CH:4][CH:3]=1.C(Cl)(=O)C. The catalyst is CO. The product is [CH2:1]([O:8][N:9]([C@H:22]1[CH2:27][N:26]([C:28]([O:30][C:31]([CH3:34])([CH3:33])[CH3:32])=[O:29])[C@H:25]([CH2:35][OH:36])[CH:24]=[C:23]1[CH2:44][CH2:45][N+:46]([O-:48])=[O:47])[S:10]([C:13]1[CH:18]=[CH:17][CH:16]=[CH:15][C:14]=1[N+:19]([O-:21])=[O:20])(=[O:11])=[O:12])[C:2]1[CH:3]=[CH:4][CH:5]=[CH:6][CH:7]=1. The yield is 0.980. (5) The reactants are [N:1]1[C:10]2[C:5](=[CH:6][C:7]([CH2:11][C:12]#[N:13])=[CH:8][CH:9]=2)[CH:4]=[CH:3][CH:2]=1.C([Li])(C)(C)C.[F:19]N(S(C1C=CC=CC=1)(=O)=O)S(C1C=CC=CC=1)(=O)=O.C([O-])(O)=O.[Na+]. The catalyst is O1CCCC1.O. The product is [F:19][CH:11]([C:7]1[CH:6]=[C:5]2[C:10](=[CH:9][CH:8]=1)[N:1]=[CH:2][CH:3]=[CH:4]2)[C:12]#[N:13]. The yield is 0.440. (6) The product is [Br:9][C:10]1[CH:17]=[CH:16][C:13]([CH:14]2[C:22]3[C:21](=[O:27])[C:20]([CH3:28])([CH3:19])[CH2:25][CH2:24][C:23]=3[NH:1][C:2]3[N:6]([CH3:7])[NH:5][C:4](=[O:8])[C:3]2=3)=[CH:12][C:11]=1[Cl:18]. No catalyst specified. The yield is 0.670. The reactants are [NH2:1][C:2]1[N:6]([CH3:7])[NH:5][C:4](=[O:8])[CH:3]=1.[Br:9][C:10]1[CH:17]=[CH:16][C:13]([CH:14]=O)=[CH:12][C:11]=1[Cl:18].[CH3:19][C:20]1([CH3:28])[CH2:25][CH2:24][C:23](=O)[CH2:22][C:21]1=[O:27].